Dataset: Catalyst prediction with 721,799 reactions and 888 catalyst types from USPTO. Task: Predict which catalyst facilitates the given reaction. (1) Reactant: [CH3:1][O:2][C:3]1[C:13]([N+:14]([O-:16])=[O:15])=[CH:12][C:6]2[CH2:7][CH2:8][NH:9][CH2:10][CH2:11][C:5]=2[CH:4]=1.[F:17][C:18]([F:23])([F:22])[C@@H:19]1[CH2:21][O:20]1.C(=O)([O-])[O-]. Product: [F:17][C:18]([F:23])([F:22])[C@@H:19]([OH:20])[CH2:21][N:9]1[CH2:10][CH2:11][C:5]2[CH:4]=[C:3]([O:2][CH3:1])[C:13]([N+:14]([O-:16])=[O:15])=[CH:12][C:6]=2[CH2:7][CH2:8]1. The catalyst class is: 10. (2) Reactant: [F:1][C:2]1[CH:7]=[CH:6][CH:5]=[CH:4][C:3]=1[CH2:8][O:9][C:10]1[CH:15]=[CH:14][C:13]([C@@H:16]2[NH:20][C@:19]([CH2:25][O:26][CH3:27])([C:21]([NH:23][CH3:24])=[O:22])[CH2:18][CH2:17]2)=[CH:12][CH:11]=1.[ClH:28]. Product: [ClH:28].[F:1][C:2]1[CH:7]=[CH:6][CH:5]=[CH:4][C:3]=1[CH2:8][O:9][C:10]1[CH:15]=[CH:14][C:13]([C@@H:16]2[NH:20][C@:19]([CH2:25][O:26][CH3:27])([C:21]([NH:23][CH3:24])=[O:22])[CH2:18][CH2:17]2)=[CH:12][CH:11]=1. The catalyst class is: 27.